Dataset: Reaction yield outcomes from USPTO patents with 853,638 reactions. Task: Predict the reaction yield, written as a fraction of the theoretical maximum amount of product (1.0 means a 100% yield; for example, 0.34 means a 34% yield). (1) The reactants are [CH3:1][O:2][C:3]1[CH:4]=[C:5]2[C:10](=[CH:11][C:12]=1[O:13][CH3:14])[N:9]=[CH:8][N:7]=[C:6]2[O:15][C:16]1[CH:22]=[CH:21][C:19]([NH2:20])=[CH:18][CH:17]=1.[C:23]1([CH3:29])[CH:28]=[CH:27][CH:26]=[CH:25][CH:24]=1.C(N(CC)CC)C.Cl[C:38](Cl)([O:40][C:41](=[O:47])OC(Cl)(Cl)Cl)Cl.CC1C=CC(CO)=CC=1. The catalyst is C(Cl)Cl. The product is [CH3:1][O:2][C:3]1[CH:4]=[C:5]2[C:10](=[CH:11][C:12]=1[O:13][CH3:14])[N:9]=[CH:8][N:7]=[C:6]2[O:15][C:16]1[CH:22]=[CH:21][C:19]([NH:20][C:41](=[O:47])[O:40][CH2:38][C:26]2[CH:27]=[CH:28][C:23]([CH3:29])=[CH:24][CH:25]=2)=[CH:18][CH:17]=1. The yield is 0.510. (2) The reactants are [C:1]([C:5]1[O:6][CH:7]=[C:8](/[CH:10]=[CH:11]/[C:12]2[C:13]([O:23][CH2:24][C:25]3[CH:50]=[CH:49][C:28]([O:29][CH2:30][C:31]4[N:32]=[C:33]([C:37]5[CH:42]=[CH:41][C:40]([CH2:43][C:44]([O:46]CC)=[O:45])=[CH:39][CH:38]=5)[O:34][C:35]=4[CH3:36])=[C:27]([O:51][CH3:52])[CH:26]=3)=[N:14][N:15]([C:17]3[CH:22]=[CH:21][CH:20]=[CH:19][CH:18]=3)[CH:16]=2)[N:9]=1)([CH3:4])([CH3:3])[CH3:2].O1CCCC1.[OH-].[Na+].Cl. The catalyst is C(O)C. The product is [C:1]([C:5]1[O:6][CH:7]=[C:8](/[CH:10]=[CH:11]/[C:12]2[C:13]([O:23][CH2:24][C:25]3[CH:50]=[CH:49][C:28]([O:29][CH2:30][C:31]4[N:32]=[C:33]([C:37]5[CH:38]=[CH:39][C:40]([CH2:43][C:44]([OH:46])=[O:45])=[CH:41][CH:42]=5)[O:34][C:35]=4[CH3:36])=[C:27]([O:51][CH3:52])[CH:26]=3)=[N:14][N:15]([C:17]3[CH:18]=[CH:19][CH:20]=[CH:21][CH:22]=3)[CH:16]=2)[N:9]=1)([CH3:4])([CH3:2])[CH3:3]. The yield is 0.590. (3) The reactants are [Cl:1][C:2]([Cl:13])([Cl:12])[C:3]([C:5]1[NH:6][C:7]([Br:11])=[C:8]([Br:10])[CH:9]=1)=[O:4].Cl.N[C:16]1NC=C(CCCC(NCCCCCCCCCCCC)=O)N=1. No catalyst specified. The product is [Cl:13][C:2]([Cl:1])([Cl:12])[C:3]([C:5]1[N:6]([CH3:16])[C:7]([Br:11])=[C:8]([Br:10])[CH:9]=1)=[O:4]. The yield is 0.960. (4) The reactants are CC1(C)[O:6][CH:5]([CH2:7][N:8]([C:13]2[N:18]=[C:17]([C:19]3[CH:24]=[CH:23][C:22]([O:25][C:26]4[CH:31]=[CH:30][C:29]([F:32])=[CH:28][CH:27]=4)=[CH:21][CH:20]=3)[N:16]=[C:15]([C:33]([NH2:35])=[O:34])[CH:14]=2)[S:9]([CH3:12])(=[O:11])=[O:10])[CH2:4][O:3]1.C(Cl)Cl.CO.Cl.O. The product is [OH:6][CH:5]([CH2:4][OH:3])[CH2:7][N:8]([C:13]1[N:18]=[C:17]([C:19]2[CH:24]=[CH:23][C:22]([O:25][C:26]3[CH:31]=[CH:30][C:29]([F:32])=[CH:28][CH:27]=3)=[CH:21][CH:20]=2)[N:16]=[C:15]([C:33]([NH2:35])=[O:34])[CH:14]=1)[S:9]([CH3:12])(=[O:11])=[O:10]. The yield is 0.700. The catalyst is O1CCOCC1. (5) The reactants are C([O:3][C:4]([C:6]1[CH:7]=[C:8]2[C:13](=[CH:14][CH:15]=1)[N:12]=[CH:11][N:10]=[CH:9]2)=[O:5])C.[OH-].[Na+].Cl. The catalyst is C(O)C. The product is [N:12]1[C:13]2[C:8](=[CH:7][C:6]([C:4]([OH:5])=[O:3])=[CH:15][CH:14]=2)[CH:9]=[N:10][CH:11]=1. The yield is 0.220.